From a dataset of Reaction yield outcomes from USPTO patents with 853,638 reactions. Predict the reaction yield, written as a fraction of the theoretical maximum amount of product (1.0 means a 100% yield; for example, 0.34 means a 34% yield). (1) The reactants are [CH:1]([Si:4]([CH:19]([CH3:21])[CH3:20])([CH:16]([CH3:18])[CH3:17])[O:5][CH2:6][C:7]1[N:8]=[C:9]2[CH:14]=[CH:13][CH:12]=[CH:11][N:10]2[CH:15]=1)([CH3:3])[CH3:2].[I:22]N1C(=O)CCC1=O.O. The catalyst is C(#N)C. The product is [I:22][C:15]1[N:10]2[CH:11]=[CH:12][CH:13]=[CH:14][C:9]2=[N:8][C:7]=1[CH2:6][O:5][Si:4]([CH:1]([CH3:3])[CH3:2])([CH:16]([CH3:18])[CH3:17])[CH:19]([CH3:21])[CH3:20]. The yield is 0.830. (2) The reactants are [F:1][C:2]([F:15])([C:6]1[CH:11]=[CH:10][C:9]([N+:12]([O-])=O)=[CH:8][CH:7]=1)[C:3]([OH:5])=O.S(Cl)(Cl)=O.[CH3:20][N:21]1[CH2:26][CH2:25][NH:24][CH2:23][CH2:22]1.C(N(CC)C(C)C)(C)C.ClCCCl. The catalyst is CCOC(C)=O.O.[Cl-].[Na+].O.C([O-])(O)=O.[Na+].[Pd].CO. The product is [NH2:12][C:9]1[CH:10]=[CH:11][C:6]([C:2]([F:1])([F:15])[C:3]([N:24]2[CH2:25][CH2:26][N:21]([CH3:20])[CH2:22][CH2:23]2)=[O:5])=[CH:7][CH:8]=1. The yield is 0.860. (3) The reactants are [N:1]1[C:10]2[C@H:9]([NH2:11])[CH2:8][CH2:7][CH2:6][C:5]=2[CH:4]=[CH:3][CH:2]=1.[O:12]=[C:13]1[C:21]2[C:16](=[CH:17][CH:18]=[CH:19][CH:20]=2)[C:15](=[O:22])[N:14]1[CH2:23][CH2:24][CH2:25][CH:26]=O.C(=O)([O-])[O-].[K+].[K+]. The catalyst is O1CCCC1. The product is [N:1]1[C:10]2[C@H:9]([NH:11][CH2:26][CH2:25][CH2:24][CH2:23][N:14]3[C:15](=[O:22])[C:16]4[C:21](=[CH:20][CH:19]=[CH:18][CH:17]=4)[C:13]3=[O:12])[CH2:8][CH2:7][CH2:6][C:5]=2[CH:4]=[CH:3][CH:2]=1. The yield is 0.820. (4) The reactants are Br[C:2]1[CH:3]=[CH:4][C:5]2[O:10][CH2:9][CH:8]([CH2:11][OH:12])[O:7][C:6]=2[CH:13]=1.[C:14]([Cu])#[N:15].[C-]#N.[Na+]. The catalyst is CN(C=O)C. The product is [OH:12][CH2:11][CH:8]1[CH2:9][O:10][C:5]2[CH:4]=[CH:3][C:2]([C:14]#[N:15])=[CH:13][C:6]=2[O:7]1. The yield is 0.350. (5) The reactants are C[O:2][C:3]1[CH:4]=[C:5]([NH:11][CH2:12][CH:13]2[C@:22]3([CH3:23])[C@H:17]([C:18]([CH3:25])([CH3:24])[CH2:19][CH2:20][CH2:21]3)[CH2:16][CH2:15][C@@:14]2([CH3:27])[OH:26])[CH:6]=[C:7]([O:9][CH3:10])[CH:8]=1. The catalyst is CN(C=O)C. The product is [OH:2][C:3]1[CH:4]=[C:5]([NH:11][CH2:12][CH:13]2[C@:22]3([CH3:23])[C@H:17]([C:18]([CH3:25])([CH3:24])[CH2:19][CH2:20][CH2:21]3)[CH2:16][CH2:15][C@@:14]2([CH3:27])[OH:26])[CH:6]=[C:7]([O:9][CH3:10])[CH:8]=1. The yield is 0.830. (6) The reactants are P([O-])([O-])([O-])=O.[K+].[K+].[K+].Cl[C:10]1[CH:11]=[CH:12][C:13]2[N:19]3[CH2:20][C@H:16]([CH2:17][CH2:18]3)[N:15]([C:21]([NH:23][C:24]3[CH:29]=[N:28][CH:27]=[CH:26][N:25]=3)=[O:22])[C:14]=2[N:30]=1.[CH3:31][N:32]([CH3:42])[C:33]1[CH:34]=[C:35](B(O)O)[CH:36]=[CH:37][CH:38]=1.CC(C1C=C(C(C)C)C(C2C=CC=CC=2P(C2CCCCC2)C2CCCCC2)=C(C(C)C)C=1)C. The catalyst is O1CCOCC1.C1C=CC(/C=C/C(/C=C/C2C=CC=CC=2)=O)=CC=1.C1C=CC(/C=C/C(/C=C/C2C=CC=CC=2)=O)=CC=1.C1C=CC(/C=C/C(/C=C/C2C=CC=CC=2)=O)=CC=1.[Pd].[Pd].O. The product is [CH3:31][N:32]([CH3:42])[C:33]1[CH:38]=[C:37]([C:10]2[CH:11]=[CH:12][C:13]3[N:19]4[CH2:20][C@H:16]([CH2:17][CH2:18]4)[N:15]([C:21]([NH:23][C:24]4[CH:29]=[N:28][CH:27]=[CH:26][N:25]=4)=[O:22])[C:14]=3[N:30]=2)[CH:36]=[CH:35][CH:34]=1. The yield is 0.348. (7) The reactants are [CH2:1]([NH:3][C:4]([C:6]1[CH:7]=[C:8]2[C:13](=[CH:14][C:15]=1[OH:16])[N:12]=[CH:11][CH:10]=[C:9]2[O:17][C:18]1[CH:23]=[CH:22][C:21]([NH:24][C:25]([NH:27][CH:28]2[CH2:30][CH2:29]2)=[O:26])=[C:20]([Cl:31])[CH:19]=1)=[O:5])[CH3:2].CC1C=CC(S(O[CH2:43][C@H:44]2[CH2:46][O:45]2)(=O)=O)=CC=1. No catalyst specified. The product is [CH2:1]([NH:3][C:4]([C:6]1[CH:7]=[C:8]2[C:13](=[CH:14][C:15]=1[O:16][CH2:43][C@H:44]1[CH2:46][O:45]1)[N:12]=[CH:11][CH:10]=[C:9]2[O:17][C:18]1[CH:23]=[CH:22][C:21]([NH:24][C:25]([NH:27][CH:28]2[CH2:30][CH2:29]2)=[O:26])=[C:20]([Cl:31])[CH:19]=1)=[O:5])[CH3:2]. The yield is 0.474. (8) The catalyst is CCCCCC. The product is [CH3:6]/[C:7](/[CH2:13][CH2:14][CH2:15][CH2:16][CH2:17][CH2:18][CH2:19][CH2:20][CH3:21])=[CH:8]\[CH2:9][CH2:5][CH:4]=[O:3]. The reactants are CC[O:3][CH2:4][CH3:5].[CH3:6]/[C:7](/[CH2:13][CH2:14][CH2:15][CH2:16][CH2:17][CH2:18][CH2:19][CH2:20][CH3:21])=[CH:8]\[CH2:9]CC#N.CC(C[AlH]CC(C)C)C. The yield is 0.954.